Dataset: Peptide-MHC class I binding affinity with 185,985 pairs from IEDB/IMGT. Task: Regression. Given a peptide amino acid sequence and an MHC pseudo amino acid sequence, predict their binding affinity value. This is MHC class I binding data. (1) The peptide sequence is YSKNFWTDV. The MHC is Mamu-A70103 with pseudo-sequence Mamu-A70103. The binding affinity (normalized) is 0.0567. (2) The peptide sequence is PLYIDISDV. The MHC is HLA-A02:02 with pseudo-sequence HLA-A02:02. The binding affinity (normalized) is 0.226. (3) The peptide sequence is KLHLYSHPI. The MHC is HLA-A11:01 with pseudo-sequence HLA-A11:01. The binding affinity (normalized) is 0. (4) The peptide sequence is IGRGKNHAR. The MHC is HLA-A02:06 with pseudo-sequence HLA-A02:06. The binding affinity (normalized) is 0.0847. (5) The peptide sequence is SMNYPNSYK. The MHC is HLA-B39:01 with pseudo-sequence HLA-B39:01. The binding affinity (normalized) is 0.0847. (6) The peptide sequence is EIITGNKVK. The MHC is HLA-A31:01 with pseudo-sequence HLA-A31:01. The binding affinity (normalized) is 0. (7) The peptide sequence is KTTKSWLQK. The MHC is HLA-A02:11 with pseudo-sequence HLA-A02:11. The binding affinity (normalized) is 0.0847.